From a dataset of Catalyst prediction with 721,799 reactions and 888 catalyst types from USPTO. Predict which catalyst facilitates the given reaction. (1) Reactant: [Cl:1][C:2]1[N:10]=[C:9]2[C:5]([N:6]=[CH:7][N:8]2[CH:11]2[CH2:16][CH2:15][CH2:14][CH2:13][O:12]2)=[C:4]([N:17]2[CH2:22][CH2:21][O:20][CH2:19][CH2:18]2)[N:3]=1.[Li]CCCC.CN(OC)[C:30](=[O:32])[CH3:31].Cl. Product: [Cl:1][C:2]1[N:10]=[C:9]2[C:5]([N:6]=[C:7]([C:30](=[O:32])[CH3:31])[N:8]2[CH:11]2[CH2:16][CH2:15][CH2:14][CH2:13][O:12]2)=[C:4]([N:17]2[CH2:22][CH2:21][O:20][CH2:19][CH2:18]2)[N:3]=1. The catalyst class is: 20. (2) Reactant: [CH2:1]([NH:5][C:6]1[N:7]=[CH:8][C:9]2[NH:14][CH:13]=[C:12]([CH:15]3[CH2:20][CH2:19][C:18](=[O:21])[CH2:17][CH2:16]3)[C:10]=2[N:11]=1)[CH2:2][CH2:3][CH3:4].[BH4-].[Na+]. Product: [CH2:1]([NH:5][C:6]1[N:7]=[CH:8][C:9]2[NH:14][CH:13]=[C:12]([CH:15]3[CH2:16][CH2:17][CH:18]([OH:21])[CH2:19][CH2:20]3)[C:10]=2[N:11]=1)[CH2:2][CH2:3][CH3:4]. The catalyst class is: 5. (3) Reactant: FC(F)(F)C(O)=O.[CH3:8][O:9][C:10](=[O:44])[CH2:11][NH:12][C:13](=[O:43])[CH2:14][NH:15][C:16](=[O:42])[C@H:17]([CH:39]([CH3:41])[CH3:40])[NH:18][C:19](=[O:38])[C@H:20]([CH:35]([CH3:37])[CH3:36])[NH:21][C:22](=[O:34])[C@H:23]([CH2:25][O:26][CH2:27][C:28]1[CH:33]=[CH:32][CH:31]=[CH:30][CH:29]=1)[NH2:24].[C:45]([O:49][C:50]([N:52]1[CH2:66][CH2:65][CH2:64][C@H:53]1[C:54]([N:56]1[CH2:63][CH2:62][CH2:61][C@H:57]1[C:58](O)=[O:59])=[O:55])=[O:51])([CH3:48])([CH3:47])[CH3:46].C1C=C2N=NN(O)C2=CC=1.O.C(N(CC)C(C)C)(C)C.CCN=C=NCCCN(C)C.Cl. Product: [CH3:8][O:9][C:10](=[O:44])[CH2:11][NH:12][C:13](=[O:43])[CH2:14][NH:15][C:16](=[O:42])[C@H:17]([CH:39]([CH3:40])[CH3:41])[NH:18][C:19](=[O:38])[C@H:20]([CH:35]([CH3:37])[CH3:36])[NH:21][C:22](=[O:34])[C@H:23]([CH2:25][O:26][CH2:27][C:28]1[CH:33]=[CH:32][CH:31]=[CH:30][CH:29]=1)[NH:24][C:58](=[O:59])[C@@H:57]1[CH2:61][CH2:62][CH2:63][N:56]1[C:54](=[O:55])[C@@H:53]1[CH2:64][CH2:65][CH2:66][N:52]1[C:50]([O:49][C:45]([CH3:46])([CH3:48])[CH3:47])=[O:51]. The catalyst class is: 2. (4) Product: [ClH:52].[CH2:1]([C@@H:8]1[CH2:13][NH:12][CH2:11][CH2:10][N:9]1[C:21]([C:23]1[CH:27]=[C:26]([CH3:28])[N:25]([C:29]2[CH:34]=[CH:33][CH:32]=[C:31]([O:35][CH3:36])[C:30]=2[O:37][CH3:38])[C:24]=1[C:39]1[CH:40]=[CH:41][C:42]([O:43][CH2:44][C:45]([O:47][CH2:48][CH3:49])=[O:46])=[CH:50][CH:51]=1)=[O:22])[C:2]1[CH:7]=[CH:6][CH:5]=[CH:4][CH:3]=1. Reactant: [CH2:1]([C@@H:8]1[CH2:13][N:12](CC2C=CC=CC=2)[CH2:11][CH2:10][N:9]1[C:21]([C:23]1[CH:27]=[C:26]([CH3:28])[N:25]([C:29]2[CH:34]=[CH:33][CH:32]=[C:31]([O:35][CH3:36])[C:30]=2[O:37][CH3:38])[C:24]=1[C:39]1[CH:51]=[CH:50][C:42]([O:43][CH2:44][C:45]([O:47][CH2:48][CH3:49])=[O:46])=[CH:41][CH:40]=1)=[O:22])[C:2]1[CH:7]=[CH:6][CH:5]=[CH:4][CH:3]=1.[ClH:52]. The catalyst class is: 29. (5) Reactant: [Br:1][C:2]1[N:3]=[CH:4][NH:5][CH:6]=1.[Cl:7][C:8]1[C:9](S(C)(=O)=O)=[N:10][CH:11]=[CH:12][CH:13]=1.C(=O)([O-])[O-].[Cs+].[Cs+].CN(C)C=O. Product: [Br:1][C:2]1[N:3]=[CH:4][N:5]([C:9]2[C:8]([Cl:7])=[CH:13][CH:12]=[CH:11][N:10]=2)[CH:6]=1. The catalyst class is: 6.